Dataset: Forward reaction prediction with 1.9M reactions from USPTO patents (1976-2016). Task: Predict the product of the given reaction. (1) Given the reactants Br[C:2]1[CH:29]=[CH:28][C:5]2[NH:6][C:7]([C@@H:9]3[CH2:21][N:19]4[C:20]5[CH:12]([C@@H:13]([NH:22][C:23](=[O:26])[O:24][CH3:25])[CH2:14][CH2:15][C:16]=5[CH:17]=[CH:18]4)[C:11](=[O:27])[CH2:10]3)=[N:8][C:4]=2[CH:3]=1.[CH3:30][CH:31]([CH3:65])[C@H:32]([NH:60][C:61](=[O:64])[O:62][CH3:63])[C:33](=[O:59])[N:34]1[CH2:38][CH2:37][CH2:36][C@H:35]1[C:39]1[NH:40][C:41]([C:44]2[CH:49]=[CH:48][C:47](B3OC(C)(C)C(C)(C)O3)=[CH:46][CH:45]=2)=[CH:42][N:43]=1.C(=O)(O)[O-].[Na+].C1(C)C=CC=CC=1, predict the reaction product. The product is: [CH3:25][O:24][C:23](=[O:26])[NH:22][C@@H:13]1[CH:12]2[C:11](=[O:27])[CH2:10][C@H:9]([C:7]3[NH:6][C:5]4[CH:28]=[C:29]([C:47]5[CH:48]=[CH:49][C:44]([C:41]6[NH:40][C:39]([C@@H:35]7[CH2:36][CH2:37][CH2:38][N:34]7[C:33](=[O:59])[C@@H:32]([NH:60][C:61]([O:62][CH3:63])=[O:64])[CH:31]([CH3:65])[CH3:30])=[N:43][CH:42]=6)=[CH:45][CH:46]=5)[CH:2]=[CH:3][C:4]=4[N:8]=3)[CH2:21][N:19]3[C:20]2=[C:16]([CH:17]=[CH:18]3)[CH2:15][CH2:14]1. (2) Given the reactants [OH:1][CH2:2][CH2:3][N:4]1[CH2:9][CH2:8][N:7]([C:10]2[N:15]=[C:14]([CH3:16])[N:13]=[C:12]([NH:17][C:18]3[S:19][C:20]([S:23][C:24]4[CH:29]=[CH:28][N:27]=[C:26]([C:30]([OH:32])=O)[CH:25]=4)=[CH:21][N:22]=3)[CH:11]=2)[CH2:6][CH2:5]1.[NH2:33][CH2:34][C:35]([C:43]1[CH:48]=[CH:47][CH:46]=[CH:45][CH:44]=1)([C:37]1[CH:42]=[CH:41][CH:40]=[CH:39][CH:38]=1)[OH:36].C1C=CC2N(O)N=NC=2C=1.CCN=C=NCCCN(C)C.C(N(C(C)C)CC)(C)C, predict the reaction product. The product is: [OH:36][C:35]([C:43]1[CH:48]=[CH:47][CH:46]=[CH:45][CH:44]=1)([C:37]1[CH:42]=[CH:41][CH:40]=[CH:39][CH:38]=1)[CH2:34][NH:33][C:30](=[O:32])[C:26]1[CH:25]=[C:24]([S:23][C:20]2[S:19][C:18]([NH:17][C:12]3[CH:11]=[C:10]([N:7]4[CH2:8][CH2:9][N:4]([CH2:3][CH2:2][OH:1])[CH2:5][CH2:6]4)[N:15]=[C:14]([CH3:16])[N:13]=3)=[N:22][CH:21]=2)[CH:29]=[CH:28][N:27]=1.